From a dataset of Full USPTO retrosynthesis dataset with 1.9M reactions from patents (1976-2016). Predict the reactants needed to synthesize the given product. (1) Given the product [C:1]([O:5][C:6](=[O:24])[NH:7][C@H:8]([CH:21]([CH3:22])[CH3:23])[C:9](=[O:20])[CH2:10][CH2:11][C:12]1[CH:17]=[CH:16][CH:15]=[C:14]([C:18]#[N:19])[CH:13]=1)([CH3:4])([CH3:3])[CH3:2], predict the reactants needed to synthesize it. The reactants are: [C:1]([O:5][C:6](=[O:24])[NH:7][C@H:8]([CH:21]([CH3:23])[CH3:22])[C:9](=[O:20])/[CH:10]=[CH:11]\[C:12]1[CH:17]=[CH:16][CH:15]=[C:14]([C:18]#[N:19])[CH:13]=1)([CH3:4])([CH3:3])[CH3:2]. (2) Given the product [CH2:7]([O:14][C:15]([NH:17][C@H:18]1[CH2:23][CH2:22][C@H:21]([C:24]([OH:26])=[O:25])[CH2:20][CH2:19]1)=[O:16])[C:8]1[CH:9]=[CH:10][CH:11]=[CH:12][CH:13]=1, predict the reactants needed to synthesize it. The reactants are: CC(C)([O-])C.[K+].[CH2:7]([O:14][C:15]([NH:17][CH:18]1[CH2:23][CH2:22][CH:21]([C:24]([O:26]CC)=[O:25])[CH2:20][CH2:19]1)=[O:16])[C:8]1[CH:13]=[CH:12][CH:11]=[CH:10][CH:9]=1.O.Cl. (3) Given the product [C:1]([O:5][C:6]([N:8]1[CH2:13][CH2:12][CH:11]([C:14]2[C:23]3[C:18](=[CH:19][C:20]([O:31][CH2:32][CH2:33][CH2:34][N:35]4[CH2:39][CH2:38][CH2:37][C:36]4=[O:40])=[CH:21][CH:22]=3)[N:17]=[CH:16][N:15]=2)[CH2:10][CH2:9]1)=[O:7])([CH3:4])([CH3:3])[CH3:2], predict the reactants needed to synthesize it. The reactants are: [C:1]([O:5][C:6]([N:8]1[CH2:13][CH2:12][CH:11]([C:14]2[C:23]3[C:18](=[CH:19][C:20](F)=[CH:21][CH:22]=3)[N:17]=[CH:16][N:15]=2)[CH2:10][CH2:9]1)=[O:7])([CH3:4])([CH3:3])[CH3:2].C(O[K])(C)(C)C.[OH:31][CH2:32][CH2:33][CH2:34][N:35]1[CH2:39][CH2:38][CH2:37][C:36]1=[O:40]. (4) The reactants are: [CH2:1]([O:3][C:4]([C:6]1[N:7]([CH2:23][O:24][CH3:25])[C:8]2[C:13]([CH:14]=1)=[CH:12][CH:11]=[C:10]([O:15]CC1C=CC=CC=1)[CH:9]=2)=[O:5])[CH3:2]. Given the product [CH2:1]([O:3][C:4]([C:6]1[N:7]([CH2:23][O:24][CH3:25])[C:8]2[C:13]([CH:14]=1)=[CH:12][CH:11]=[C:10]([OH:15])[CH:9]=2)=[O:5])[CH3:2], predict the reactants needed to synthesize it. (5) Given the product [CH3:1][O:2][C:3](=[O:15])[C:4]1[CH:9]=[CH:8][C:7]([C:10]([CH3:11])([CH3:12])[CH3:13])=[C:6]([O:14][CH2:20][CH2:19][CH2:18][O:17][CH3:16])[CH:5]=1, predict the reactants needed to synthesize it. The reactants are: [CH3:1][O:2][C:3](=[O:15])[C:4]1[CH:9]=[CH:8][C:7]([C:10]([CH3:13])([CH3:12])[CH3:11])=[C:6]([OH:14])[CH:5]=1.[CH3:16][O:17][CH2:18][CH2:19][CH2:20]Br.C([O-])([O-])=O.[K+].[K+]. (6) Given the product [CH3:37][C:36]([CH3:39])([CH3:38])[C:35]([O:34][CH2:33][N:29]1[N:30]=[N:31][C:27]([C:25]2[CH:24]=[CH:23][N:22]=[C:21]([C:12]3[N:11]=[CH:10][N:9]([CH2:8][C:3]4[CH:4]=[CH:5][CH:6]=[CH:7][C:2]=4[Cl:1])[C:13]=3[C:14]3[CH:15]=[CH:16][C:17]([F:20])=[CH:18][CH:19]=3)[CH:26]=2)=[N:28]1)=[O:40], predict the reactants needed to synthesize it. The reactants are: [Cl:1][C:2]1[CH:7]=[CH:6][CH:5]=[CH:4][C:3]=1[CH2:8][N:9]1[C:13]([C:14]2[CH:19]=[CH:18][C:17]([F:20])=[CH:16][CH:15]=2)=[C:12]([C:21]2[CH:26]=[C:25]([C:27]3[N:28]=[N:29][NH:30][N:31]=3)[CH:24]=[CH:23][N:22]=2)[N:11]=[CH:10]1.Cl[CH2:33][O:34][C:35](=[O:40])[C:36]([CH3:39])([CH3:38])[CH3:37]. (7) Given the product [Cl:36][C:37]1[N:42]=[C:41]([C:2]2[C:10]3[C:5](=[CH:6][CH:7]=[C:8]([C:11]4[S:15][C:14]([NH:16][CH2:17][C:18]5[CH:19]=[CH:20][C:21]([O:24][CH3:25])=[CH:22][CH:23]=5)=[N:13][N:12]=4)[CH:9]=3)[N:4]([S:26]([C:29]3[CH:30]=[CH:31][C:32]([CH3:33])=[CH:34][CH:35]=3)(=[O:28])=[O:27])[CH:3]=2)[CH:40]=[CH:39][CH:38]=1, predict the reactants needed to synthesize it. The reactants are: I[C:2]1[C:10]2[C:5](=[CH:6][CH:7]=[C:8]([C:11]3[S:15][C:14]([NH:16][CH2:17][C:18]4[CH:23]=[CH:22][C:21]([O:24][CH3:25])=[CH:20][CH:19]=4)=[N:13][N:12]=3)[CH:9]=2)[N:4]([S:26]([C:29]2[CH:35]=[CH:34][C:32]([CH3:33])=[CH:31][CH:30]=2)(=[O:28])=[O:27])[CH:3]=1.[Cl:36][C:37]1[N:42]=[C:41](B2OC(C)(C)C(C)(C)O2)[CH:40]=[CH:39][CH:38]=1.P([O-])([O-])([O-])=O.[K+].[K+].[K+].